From a dataset of Forward reaction prediction with 1.9M reactions from USPTO patents (1976-2016). Predict the product of the given reaction. (1) Given the reactants [CH3:1][O:2][C:3]1[CH:4]=[C:5]2[C:10](=[CH:11][C:12]=1[O:13][CH3:14])[N:9]=[CH:8][N:7]=[C:6]2[CH:15]1[CH2:20][CH2:19][NH:18][CH2:17][CH2:16]1.[N:21]([C:24]1[CH:29]=[CH:28][C:27]([CH3:30])=[CH:26][CH:25]=1)=[C:22]=[O:23], predict the reaction product. The product is: [C:27]1([CH3:30])[CH:28]=[CH:29][C:24]([NH:21][C:22]([N:18]2[CH2:19][CH2:20][CH:15]([C:6]3[C:5]4[C:10](=[CH:11][C:12]([O:13][CH3:14])=[C:3]([O:2][CH3:1])[CH:4]=4)[N:9]=[CH:8][N:7]=3)[CH2:16][CH2:17]2)=[O:23])=[CH:25][CH:26]=1. (2) The product is: [Cl:1][C:2]1[CH:7]=[C:6]([Cl:8])[CH:5]=[CH:4][C:3]=1[C:9]1[C:13]([C:14]2[CH:19]=[CH:18][N:17]=[C:16]([NH:29][C:28]3[CH:30]=[C:31]([O:35][CH3:36])[C:32]([O:33][CH3:34])=[C:26]([O:25][CH3:24])[CH:27]=3)[N:15]=2)=[CH:12][NH:11][N:10]=1. Given the reactants [Cl:1][C:2]1[CH:7]=[C:6]([Cl:8])[CH:5]=[CH:4][C:3]=1[C:9]1[C:13]([C:14]2[CH:19]=[CH:18][N:17]=[C:16](S(C)(=O)=O)[N:15]=2)=[CH:12][NH:11][N:10]=1.[CH3:24][O:25][C:26]1[CH:27]=[C:28]([CH:30]=[C:31]([O:35][CH3:36])[C:32]=1[O:33][CH3:34])[NH2:29], predict the reaction product. (3) Given the reactants Cl[C:2]1[C:3]2[NH:17][C:16]([CH3:18])=[CH:15][C:4]=2[N:5]=[C:6]([NH:8][C:9](=O)[C:10]([CH3:13])(C)C)[N:7]=1.COC1C=CC([NH2:27])=CC=1.[CH3:28][CH:29](O)[CH3:30].[CH3:32][OH:33].C(Cl)(Cl)Cl, predict the reaction product. The product is: [CH3:32][O:33][C:28]1[CH:13]=[CH:10][C:9]([NH:8][C:6]2[N:7]=[C:2]([NH2:27])[C:3]3[NH:17][C:16]([CH3:18])=[CH:15][C:4]=3[N:5]=2)=[CH:30][CH:29]=1. (4) Given the reactants [Cl:1][C:2]1[CH:7]=[CH:6][C:5]([C:8]2[C:9]([O:17][CH2:18][C:19]3[N:20]([CH3:24])[CH:21]=[CH:22][N:23]=3)=[N:10][CH:11]=[C:12]([CH:16]=2)[C:13](O)=[O:14])=[CH:4][CH:3]=1.[NH2:25][C@@H:26]1[CH2:31][CH2:30][CH2:29][CH2:28][C@H:27]1[OH:32], predict the reaction product. The product is: [Cl:1][C:2]1[CH:7]=[CH:6][C:5]([C:8]2[C:9]([O:17][CH2:18][C:19]3[N:20]([CH3:24])[CH:21]=[CH:22][N:23]=3)=[N:10][CH:11]=[C:12]([CH:16]=2)[C:13]([NH:25][C@@H:26]2[CH2:31][CH2:30][CH2:29][CH2:28][C@H:27]2[OH:32])=[O:14])=[CH:4][CH:3]=1.